This data is from Peptide-MHC class I binding affinity with 185,985 pairs from IEDB/IMGT. The task is: Regression. Given a peptide amino acid sequence and an MHC pseudo amino acid sequence, predict their binding affinity value. This is MHC class I binding data. (1) The peptide sequence is RPRVAQLTF. The MHC is HLA-A31:01 with pseudo-sequence HLA-A31:01. The binding affinity (normalized) is 0.0847. (2) The peptide sequence is TTILTPMLR. The binding affinity (normalized) is 0.779. The MHC is HLA-A68:01 with pseudo-sequence HLA-A68:01. (3) The peptide sequence is RSPWDEWVV. The MHC is Mamu-A01 with pseudo-sequence Mamu-A01. The binding affinity (normalized) is 0.764. (4) The binding affinity (normalized) is 0.134. The peptide sequence is NPLSNPFYM. The MHC is H-2-Kd with pseudo-sequence H-2-Kd.